The task is: Predict the reactants needed to synthesize the given product.. This data is from Full USPTO retrosynthesis dataset with 1.9M reactions from patents (1976-2016). Given the product [Cl:18][C:10]1[CH:11]=[C:12]([N+:15]([O-:17])=[O:16])[CH:13]=[CH:14][C:9]=1[CH2:8][N:19]1[CH2:23][CH2:22][CH2:21][CH2:20]1, predict the reactants needed to synthesize it. The reactants are: C(=O)([O-])[O-].[K+].[K+].Br[CH2:8][C:9]1[CH:14]=[CH:13][C:12]([N+:15]([O-:17])=[O:16])=[CH:11][C:10]=1[Cl:18].[NH:19]1[CH2:23][CH2:22][CH2:21][CH2:20]1.